This data is from NCI-60 drug combinations with 297,098 pairs across 59 cell lines. The task is: Regression. Given two drug SMILES strings and cell line genomic features, predict the synergy score measuring deviation from expected non-interaction effect. (1) Drug 1: CCC1=CC2CC(C3=C(CN(C2)C1)C4=CC=CC=C4N3)(C5=C(C=C6C(=C5)C78CCN9C7C(C=CC9)(C(C(C8N6C)(C(=O)OC)O)OC(=O)C)CC)OC)C(=O)OC.C(C(C(=O)O)O)(C(=O)O)O. Drug 2: C1CN(P(=O)(OC1)NCCCl)CCCl. Cell line: NCI-H522. Synergy scores: CSS=56.8, Synergy_ZIP=-0.951, Synergy_Bliss=1.19, Synergy_Loewe=-62.3, Synergy_HSA=1.76. (2) Drug 1: C1=CC(=CC=C1CC(C(=O)O)N)N(CCCl)CCCl.Cl. Drug 2: CCCCC(=O)OCC(=O)C1(CC(C2=C(C1)C(=C3C(=C2O)C(=O)C4=C(C3=O)C=CC=C4OC)O)OC5CC(C(C(O5)C)O)NC(=O)C(F)(F)F)O. Cell line: SW-620. Synergy scores: CSS=26.2, Synergy_ZIP=-1.24, Synergy_Bliss=5.71, Synergy_Loewe=3.68, Synergy_HSA=3.22. (3) Drug 1: CC(CN1CC(=O)NC(=O)C1)N2CC(=O)NC(=O)C2. Drug 2: CC1OCC2C(O1)C(C(C(O2)OC3C4COC(=O)C4C(C5=CC6=C(C=C35)OCO6)C7=CC(=C(C(=C7)OC)O)OC)O)O. Cell line: EKVX. Synergy scores: CSS=43.1, Synergy_ZIP=6.82, Synergy_Bliss=6.81, Synergy_Loewe=0.256, Synergy_HSA=9.45. (4) Drug 1: CC(C1=C(C=CC(=C1Cl)F)Cl)OC2=C(N=CC(=C2)C3=CN(N=C3)C4CCNCC4)N. Drug 2: CNC(=O)C1=NC=CC(=C1)OC2=CC=C(C=C2)NC(=O)NC3=CC(=C(C=C3)Cl)C(F)(F)F. Cell line: HOP-62. Synergy scores: CSS=15.8, Synergy_ZIP=-7.94, Synergy_Bliss=-0.990, Synergy_Loewe=-6.01, Synergy_HSA=-2.31.